Dataset: Full USPTO retrosynthesis dataset with 1.9M reactions from patents (1976-2016). Task: Predict the reactants needed to synthesize the given product. Given the product [CH3:25][O:26][CH2:27][CH2:28][N:29]([CH3:37])[C:30]1[N:31]=[CH:32][C:33]([NH:36][C:9]([C:11]2[O:15][C:14]([C:16]3[CH:21]=[CH:20][CH:19]=[CH:18][C:17]=3[Cl:22])=[N:13][C:12]=2[CH2:23][CH3:24])=[O:10])=[CH:34][CH:35]=1, predict the reactants needed to synthesize it. The reactants are: O=C1CCC(=O)N1O[C:9]([C:11]1[O:15][C:14]([C:16]2[CH:21]=[CH:20][CH:19]=[CH:18][C:17]=2[Cl:22])=[N:13][C:12]=1[CH2:23][CH3:24])=[O:10].[CH3:25][O:26][CH2:27][CH2:28][N:29]([CH3:37])[C:30]1[CH:35]=[CH:34][C:33]([NH2:36])=[CH:32][N:31]=1.